Dataset: Catalyst prediction with 721,799 reactions and 888 catalyst types from USPTO. Task: Predict which catalyst facilitates the given reaction. (1) Reactant: [CH3:1][O:2][C:3](=[O:18])[C:4]1[CH:9]=[CH:8][CH:7]=[C:6]([O:10][CH2:11][CH:12]2[CH2:17][CH2:16][NH:15][CH2:14][CH2:13]2)[CH:5]=1.[CH3:19][C:20]([CH3:22])=O.C(O)(=O)C.[BH-](OC(C)=O)(OC(C)=O)OC(C)=O.[Na+]. Product: [CH3:1][O:2][C:3](=[O:18])[C:4]1[CH:9]=[CH:8][CH:7]=[C:6]([O:10][CH2:11][CH:12]2[CH2:13][CH2:14][N:15]([CH:20]([CH3:22])[CH3:19])[CH2:16][CH2:17]2)[CH:5]=1. The catalyst class is: 76. (2) Reactant: [CH2:1]([S:8][C:9]1[CH:18]=[C:17]2[C:12]([C:13](=O)[C:14]([Br:19])=[N:15][NH:16]2)=[CH:11][CH:10]=1)[C:2]1[CH:7]=[CH:6][CH:5]=[CH:4][CH:3]=1.CCN(C(C)C)C(C)C.P(Br)(Br)([Br:32])=O.Cl. Product: [CH2:1]([S:8][C:9]1[CH:18]=[C:17]2[C:12]([C:13]([Br:32])=[C:14]([Br:19])[N:15]=[N:16]2)=[CH:11][CH:10]=1)[C:2]1[CH:7]=[CH:6][CH:5]=[CH:4][CH:3]=1. The catalyst class is: 10. (3) Reactant: [CH3:1][C:2]([NH:24]C(=O)OC(C)(C)C)([CH3:23])[C:3]([NH:5][C:6]1[CH:11]=[CH:10][C:9]([O:12][C:13]2[C:18]3[C:19]([CH3:22])=[N:20][O:21][C:17]=3[CH:16]=[CH:15][CH:14]=2)=[CH:8][CH:7]=1)=[O:4].C(O)(C(F)(F)F)=O. Product: [CH3:23][C:2]([C:3]([NH:5][C:6]1[CH:11]=[CH:10][C:9]([O:12][C:13]2[C:18]3[C:19]([CH3:22])=[N:20][O:21][C:17]=3[CH:16]=[CH:15][CH:14]=2)=[CH:8][CH:7]=1)=[O:4])([CH3:1])[NH2:24]. The catalyst class is: 4. (4) Reactant: [C:1]([C:3]1[C@@H:8]([C:9]2[CH:14]=[CH:13][C:12]([C:15]#[N:16])=[CH:11][C:10]=2[S:17]([CH3:20])(=[O:19])=[O:18])[N:7]([C:21](OC2C=CC([N+]([O-])=O)=CC=2)=[O:22])[C:6](=[O:33])[N:5]([C:34]2[CH:39]=[CH:38][CH:37]=[C:36]([C:40]([F:43])([F:42])[F:41])[CH:35]=2)[C:4]=1[CH3:44])#[N:2].[NH:45]1[CH2:50][CH2:49][CH2:48][C@@H:47]([NH:51][C:52](=[O:58])[O:53][C:54]([CH3:57])([CH3:56])[CH3:55])[CH2:46]1. Product: [C:1]([C:3]1[C@@H:8]([C:9]2[CH:14]=[CH:13][C:12]([C:15]#[N:16])=[CH:11][C:10]=2[S:17]([CH3:20])(=[O:18])=[O:19])[N:7]([C:21]([N:45]2[CH2:50][CH2:49][CH2:48][C@@H:47]([NH:51][C:52](=[O:58])[O:53][C:54]([CH3:55])([CH3:57])[CH3:56])[CH2:46]2)=[O:22])[C:6](=[O:33])[N:5]([C:34]2[CH:39]=[CH:38][CH:37]=[C:36]([C:40]([F:42])([F:43])[F:41])[CH:35]=2)[C:4]=1[CH3:44])#[N:2]. The catalyst class is: 10. (5) Reactant: [NH2:1][C:2]1[CH:16]=[CH:15][C:5]([CH2:6][CH:7]2[NH:13][C:12](=[O:14])[CH2:11][CH2:10][CH2:9][CH2:8]2)=[CH:4][C:3]=1[O:17][CH2:18][C:19]1[CH:24]=[CH:23][CH:22]=[CH:21][CH:20]=1.C(=O)([O-])[O-].[K+].[K+].Br[CH2:32][C:33]([O:35][CH3:36])=[O:34].O. Product: [CH3:36][O:35][C:33](=[O:34])[CH2:32][NH:1][C:2]1[CH:16]=[CH:15][C:5]([CH2:6][CH:7]2[CH2:8][CH2:9][CH2:10][CH2:11][C:12](=[O:14])[NH:13]2)=[CH:4][C:3]=1[O:17][CH2:18][C:19]1[CH:20]=[CH:21][CH:22]=[CH:23][CH:24]=1. The catalyst class is: 3. (6) Reactant: [CH:1]12[NH:8][CH:5]([CH2:6][CH2:7]1)[CH2:4][CH:3]([C:9]1[N:14]3[N:15]=[C:16]([C:19]4[CH:24]=[CH:23][N:22]=[CH:21][CH:20]=4)[C:17]([I:18])=[C:13]3[N:12]=[CH:11][CH:10]=1)[CH2:2]2.C(=O)([O-])[O-].[K+].[K+].I[CH2:32][CH3:33]. Product: [CH2:32]([N:8]1[CH:5]2[CH2:6][CH2:7][CH:1]1[CH2:2][CH:3]([C:9]1[N:14]3[N:15]=[C:16]([C:19]4[CH:20]=[CH:21][N:22]=[CH:23][CH:24]=4)[C:17]([I:18])=[C:13]3[N:12]=[CH:11][CH:10]=1)[CH2:4]2)[CH3:33]. The catalyst class is: 9. (7) Reactant: C([Li])CCC.[CH2:6]([C:14]1[CH:19]=[CH:18][C:17](I)=[CH:16][CH:15]=1)[CH2:7][CH2:8][CH2:9][CH2:10][CH2:11][CH2:12][CH3:13].C[O:22][B:23](OC)[O:24]C.Cl. Product: [CH2:6]([C:14]1[CH:19]=[CH:18][C:17]([B:23]([OH:24])[OH:22])=[CH:16][CH:15]=1)[CH2:7][CH2:8][CH2:9][CH2:10][CH2:11][CH2:12][CH3:13]. The catalyst class is: 20.